This data is from Catalyst prediction with 721,799 reactions and 888 catalyst types from USPTO. The task is: Predict which catalyst facilitates the given reaction. (1) Reactant: [OH:1][C:2]1[CH:7]=[CH:6][CH:5]=[CH:4][C:3]=1[NH:8][C:9]1[O:10][CH2:11][C:12](=[O:19])[C:13]=1[C:14]([O:16][CH2:17][CH3:18])=[O:15].[NH:20]1[C:28]2[C:23](=[CH:24][CH:25]=[CH:26][N:27]=2)[C:22]([CH:29]=O)=[CH:21]1.N1CCCCC1. Product: [NH:20]1[C:28]2=[N:27][CH:26]=[CH:25][CH:24]=[C:23]2[C:22]([CH:29]=[C:11]2[O:10][C:9]([NH:8][C:3]3[CH:4]=[CH:5][CH:6]=[CH:7][C:2]=3[OH:1])=[C:13]([C:14]([O:16][CH2:17][CH3:18])=[O:15])[C:12]2=[O:19])=[CH:21]1. The catalyst class is: 8. (2) Reactant: [C:1]([O:5][C:6]([NH:8][C@H:9]([C:25]([O:27]CC(F)(F)F)=[O:26])[CH2:10][C:11]1[CH:16]=[CH:15][CH:14]=[C:13]([O:17][C:18]([F:21])([F:20])[F:19])[C:12]=1[N+:22]([O-:24])=[O:23])=[O:7])([CH3:4])([CH3:3])[CH3:2].O.C(N(CC)CC)C.O(C(OC(C)(C)C)=O)C(OC(C)(C)C)=O. Product: [C:1]([O:5][C:6]([NH:8][C@H:9]([C:25]([OH:27])=[O:26])[CH2:10][C:11]1[CH:16]=[CH:15][CH:14]=[C:13]([O:17][C:18]([F:21])([F:20])[F:19])[C:12]=1[N+:22]([O-:24])=[O:23])=[O:7])([CH3:4])([CH3:2])[CH3:3]. The catalyst class is: 12. (3) Product: [N:16]1[CH:17]=[CH:18][CH:19]=[CH:20][C:15]=1[C:14]1[O:21][C:7]2[CH2:8][N:9]([C:22]([O:24][CH2:25][C:26]3[CH:31]=[CH:30][CH:29]=[CH:28][CH:27]=3)=[O:23])[CH2:10][CH2:11][C:12]=2[N:13]=1. The catalyst class is: 12. Reactant: O=P(Cl)(Cl)Cl.O=[C:7]1[CH:12]([NH:13][C:14](=[O:21])[C:15]2[CH:20]=[CH:19][CH:18]=[CH:17][N:16]=2)[CH2:11][CH2:10][N:9]([C:22]([O:24][CH2:25][C:26]2[CH:31]=[CH:30][CH:29]=[CH:28][CH:27]=2)=[O:23])[CH2:8]1.O. (4) Reactant: [F:1][C:2]1[CH:11]=[CH:10][CH:9]=[C:8]([F:12])[C:3]=1[CH2:4][N:5]=[N+:6]=[N-:7].Cl[C:14](=[CH2:17])[C:15]#[N:16]. Product: [C:15]([C:14]1[N:7]=[N:6][N:5]([CH2:4][C:3]2[C:2]([F:1])=[CH:11][CH:10]=[CH:9][C:8]=2[F:12])[CH:17]=1)#[N:16]. The catalyst class is: 6. (5) Reactant: [CH2:1]([O:8][C:9]1[N:10]=[N:11][C:12](Cl)=[CH:13][C:14]=1[O:15][CH2:16][C:17]1[CH:22]=[CH:21][CH:20]=[CH:19][CH:18]=1)[C:2]1[CH:7]=[CH:6][CH:5]=[CH:4][CH:3]=1.[CH2:24]1CCN2[C:27](=NCCC2)[CH2:26][CH2:25]1.[CH3:35]N(C=O)C. Product: [CH2:1]([O:8][C:9]1[N:10]=[N:11][C:12]([C:27]#[C:26][CH:25]([CH3:24])[CH3:35])=[CH:13][C:14]=1[O:15][CH2:16][C:17]1[CH:22]=[CH:21][CH:20]=[CH:19][CH:18]=1)[C:2]1[CH:7]=[CH:6][CH:5]=[CH:4][CH:3]=1. The catalyst class is: 724. (6) Reactant: Cl.[O:2]1[C:8]2[CH:9]=[CH:10][C:11](OC(=O)C3C=CC=CC=3)=[CH:12][C:7]=2[CH2:6][NH:5][CH2:4][CH2:3]1.Cl[C:23]1[C:28]([CH2:29][C:30]2[CH:35]=[CH:34][C:33]([F:36])=[CH:32][CH:31]=2)=[C:27]([CH3:37])[N:26]=[CH:25][N:24]=1.[C:38](=[O:41])([O-])[O-].[K+].[K+].CN([CH:47]=[O:48])C. Product: [F:36][C:33]1[CH:34]=[CH:35][C:30]([CH2:29][C:28]2[C:23]([N:5]3[CH2:6][C:7]4[CH:12]=[C:11]([C:7]5[CH:12]=[CH:11][C:10]([C:38]([O:48][CH3:47])=[O:41])=[CH:9][CH:8]=5)[CH:10]=[CH:9][C:8]=4[O:2][CH2:3][CH2:4]3)=[N:24][CH:25]=[N:26][C:27]=2[CH3:37])=[CH:31][CH:32]=1. The catalyst class is: 13. (7) Product: [C:57]([O:61][C:62]([N:64]1[CH2:65][CH2:66][N:67]([CH2:70][CH2:71][NH:72][C:31](=[O:32])[CH2:30][C:26]2[C:25]([CH3:34])=[C:24](/[CH:23]=[C:16]3\[C:17](=[O:22])[NH:18][C:19]4[C:15]\3=[CH:14][C:13]([S:10]([CH2:9][C:3]3[C:2]([Cl:1])=[CH:7][CH:6]=[CH:5][C:4]=3[Cl:8])(=[O:12])=[O:11])=[CH:21][CH:20]=4)[NH:28][C:27]=2[CH3:29])[CH2:68][CH2:69]1)=[O:63])([CH3:60])([CH3:59])[CH3:58]. The catalyst class is: 3. Reactant: [Cl:1][C:2]1[CH:7]=[CH:6][CH:5]=[C:4]([Cl:8])[C:3]=1[CH2:9][S:10]([C:13]1[CH:14]=[C:15]2[C:19](=[CH:20][CH:21]=1)[NH:18][C:17](=[O:22])/[C:16]/2=[CH:23]\[C:24]1[NH:28][C:27]([CH3:29])=[C:26]([CH2:30][C:31](O)=[O:32])[C:25]=1[CH3:34])(=[O:12])=[O:11].C1C=CC2N(O)N=NC=2C=1.CCN=C=NCCCN(C)C.Cl.[C:57]([O:61][C:62]([N:64]1[CH2:69][CH2:68][N:67]([CH2:70][CH2:71][NH2:72])[CH2:66][CH2:65]1)=[O:63])([CH3:60])([CH3:59])[CH3:58]. (8) Reactant: [Cl:1][C:2]1[CH:3]=[C:4]([C:24]#[C:25][CH2:26][N:27]([CH3:29])[CH3:28])[CH:5]=[C:6]2[C:10]=1[C:9](=[O:11])[N:8]([CH2:12][C:13]1[CH:18]=[CH:17][C:16]([O:19][C:20]([F:23])([F:22])[F:21])=[CH:15][CH:14]=1)[CH2:7]2.[H][H].C(Cl)(Cl)Cl.CO. Product: [Cl:1][C:2]1[CH:3]=[C:4]([CH2:24][CH2:25][CH2:26][N:27]([CH3:29])[CH3:28])[CH:5]=[C:6]2[C:10]=1[C:9](=[O:11])[N:8]([CH2:12][C:13]1[CH:14]=[CH:15][C:16]([O:19][C:20]([F:21])([F:22])[F:23])=[CH:17][CH:18]=1)[CH2:7]2. The catalyst class is: 178.